This data is from Forward reaction prediction with 1.9M reactions from USPTO patents (1976-2016). The task is: Predict the product of the given reaction. (1) Given the reactants [CH3:1][O:2][C:3](=[O:14])[C:4]1[CH:9]=[CH:8][CH:7]=[C:6]([N+:10]([O-])=O)[C:5]=1[NH2:13].[H][H].[C:17](N1C=CN=C1)(N1C=CN=C1)=[S:18], predict the reaction product. The product is: [CH3:1][O:2][C:3]([C:4]1[C:5]2[N:13]=[C:17]([SH:18])[NH:10][C:6]=2[CH:7]=[CH:8][CH:9]=1)=[O:14]. (2) Given the reactants [Cl:1][C:2]1[N:7]=[CH:6][C:5]2[N:8]([CH2:15][O:16][CH2:17][CH2:18][Si:19]([CH3:22])([CH3:21])[CH3:20])[C:9](S(C)(=O)=O)=[N:10][C:4]=2[CH:3]=1.[Si:23]([O:30][C@H:31]1[C@H:35]2[O:36][CH2:37][C@@H:38]([OH:39])[C@H:34]2[O:33][CH2:32]1)([C:26]([CH3:29])([CH3:28])[CH3:27])([CH3:25])[CH3:24].N12CCCC=C1CCCCN2, predict the reaction product. The product is: [Si:23]([O:30][C@H:31]1[C@H:35]2[O:36][CH2:37][C@@H:38]([O:39][C:9]3[N:8]([CH2:15][O:16][CH2:17][CH2:18][Si:19]([CH3:22])([CH3:21])[CH3:20])[C:5]4[CH:6]=[N:7][C:2]([Cl:1])=[CH:3][C:4]=4[N:10]=3)[C@H:34]2[O:33][CH2:32]1)([C:26]([CH3:29])([CH3:27])[CH3:28])([CH3:25])[CH3:24]. (3) Given the reactants [CH2:1]([C:3]1[CH:8]=[C:7]([C:9]2[N:13]=[C:12]([C:14]3[S:15][C:16]([CH3:23])=[C:17]([CH2:19][CH:20]([CH3:22])[CH3:21])[CH:18]=3)[O:11][N:10]=2)[CH:6]=[C:5]([CH3:24])[C:4]=1[CH2:25][CH2:26][C:27](O)=[O:28])[CH3:2].CCN(C(C)C)C(C)C.CN(C(ON1N=NC2C=CC=CC1=2)=[N+](C)C)C.[B-](F)(F)(F)F.[CH2:61]([CH2:63][NH2:64])[OH:62], predict the reaction product. The product is: [CH2:1]([C:3]1[CH:8]=[C:7]([C:9]2[N:13]=[C:12]([C:14]3[S:15][C:16]([CH3:23])=[C:17]([CH2:19][CH:20]([CH3:22])[CH3:21])[CH:18]=3)[O:11][N:10]=2)[CH:6]=[C:5]([CH3:24])[C:4]=1[CH2:25][CH2:26][C:27]([NH:64][CH2:63][CH2:61][OH:62])=[O:28])[CH3:2]. (4) Given the reactants [CH3:1][CH:2]1[CH:10]2[CH:6]([N:7]([C:12]([O:14][C:15]([CH3:18])([CH3:17])[CH3:16])=[O:13])[C:8](=[O:11])[O:9]2)[CH:5]=[C:4]([C:19]2[CH:24]=[CH:23][N:22]=[CH:21][C:20]=2[N+:25]([O-])=O)[CH2:3]1, predict the reaction product. The product is: [NH2:25][C:20]1[CH:21]=[N:22][CH:23]=[CH:24][C:19]=1[CH:4]1[CH2:5][CH:6]2[N:7]([C:12]([O:14][C:15]([CH3:17])([CH3:16])[CH3:18])=[O:13])[C:8](=[O:11])[O:9][CH:10]2[CH:2]([CH3:1])[CH2:3]1. (5) Given the reactants [H-].[Na+].C[C:4](P(OC)(O)=O)([C:6]([O-:8])=[O:7])[CH3:5].[CH3:14][O:15][CH2:16][O:17][C:18]1[CH:23]=[C:22]([O:24][CH2:25][O:26][CH3:27])[CH:21]=[CH:20][C:19]=1[CH:28]1[CH2:33][CH2:32]C(=O)[CH2:30][CH2:29]1.O1CCC[CH2:36]1, predict the reaction product. The product is: [CH3:14][O:15][CH2:16][O:17][C:18]1[CH:23]=[C:22]([O:24][CH2:25][O:26][CH3:27])[CH:21]=[CH:20][C:19]=1[CH:28]1[CH2:33][CH2:32][C:5](=[CH:4][C:6]([O:8][CH3:36])=[O:7])[CH2:30][CH2:29]1. (6) Given the reactants Cl[C:2]1C=CC=C(C(OO)=O)[CH:3]=1.[CH2:12]([N:14]([C:26]1[CH:31]=[CH:30][C:29]([C:32]([F:35])([F:34])[F:33])=[CH:28][N:27]=1)[C:15](=[O:25])[C:16]1[C:21](SCC)=[CH:20][CH:19]=[CH:18][N:17]=1)[CH3:13].C(=O)(O)[O-].[Na+].[S:41]([O-:45])([O-])(=[O:43])=S.[Na+].[Na+], predict the reaction product. The product is: [CH2:12]([N:14]([C:26]1[CH:31]=[CH:30][C:29]([C:32]([F:33])([F:35])[F:34])=[CH:28][N:27]=1)[C:15](=[O:25])[C:16]1[C:21]([S:41]([CH2:2][CH3:3])(=[O:45])=[O:43])=[CH:20][CH:19]=[CH:18][N:17]=1)[CH3:13]. (7) Given the reactants [S:1]1[C:5]([CH2:6][O:7][C:8]([NH:10][CH2:11][CH2:12][CH2:13][NH:14][C:15](=[O:21])[O:16][C:17]([CH3:20])([CH3:19])[CH3:18])=[O:9])=[CH:4][N:3]=[CH:2]1.[H-].[Na+].Br[CH2:25][C:26]1[CH:31]=[CH:30][C:29]([N:32]2[CH:36]=[N:35][CH:34]=[N:33]2)=[CH:28][CH:27]=1, predict the reaction product. The product is: [S:1]1[C:5]([CH2:6][O:7][C:8]([N:10]([CH2:25][C:26]2[CH:27]=[CH:28][C:29]([N:32]3[CH:36]=[N:35][CH:34]=[N:33]3)=[CH:30][CH:31]=2)[CH2:11][CH2:12][CH2:13][N:14]([CH2:25][C:26]2[CH:31]=[CH:30][C:29]([N:32]3[CH:36]=[N:35][CH:34]=[N:33]3)=[CH:28][CH:27]=2)[C:15](=[O:21])[O:16][C:17]([CH3:18])([CH3:20])[CH3:19])=[O:9])=[CH:4][N:3]=[CH:2]1.